Dataset: Reaction yield outcomes from USPTO patents with 853,638 reactions. Task: Predict the reaction yield, written as a fraction of the theoretical maximum amount of product (1.0 means a 100% yield; for example, 0.34 means a 34% yield). (1) The reactants are [NH:1]1[C:9]2[C:4](=[CH:5][CH:6]=[CH:7][CH:8]=2)[CH:3]=[N:2]1.[OH-].[Na+].[I:12]I. The catalyst is CN(C=O)C. The product is [I:12][C:3]1[C:4]2[C:9](=[CH:8][CH:7]=[CH:6][CH:5]=2)[NH:1][N:2]=1. The yield is 0.775. (2) The reactants are Cl[C:2]1[C:7]([Cl:8])=[CH:6][N:5]=[C:4]([C:9]2[CH:10]=[N:11][N:12]3[CH:17]=[CH:16][N:15]=[CH:14][C:13]=23)[N:3]=1.[F:18][C:19]1[CH:20]=[CH:21][C:22]([CH2:25][NH2:26])=[N:23][CH:24]=1.C(N(C(C)C)CC)(C)C. The catalyst is O1CCCC1. The product is [Cl:8][C:7]1[C:2]([NH:26][CH2:25][C:22]2[CH:21]=[CH:20][C:19]([F:18])=[CH:24][N:23]=2)=[N:3][C:4]([C:9]2[CH:10]=[N:11][N:12]3[CH:17]=[CH:16][N:15]=[CH:14][C:13]=23)=[N:5][CH:6]=1. The yield is 0.390. (3) The reactants are [F:1][C:2]1([F:29])[CH2:7][CH2:6][N:5]([C:8]([C:10]2[NH:28][C:13]3=[N:14][CH:15]=[C:16]([O:18][CH2:19][CH2:20][CH2:21][N:22]4[CH2:26][CH2:25][CH2:24][C@@H:23]4[CH3:27])[CH:17]=[C:12]3[CH:11]=2)=[O:9])[CH2:4][CH2:3]1.[H-].[Na+].[CH3:32][S:33](Cl)(=[O:35])=[O:34]. No catalyst specified. The product is [F:29][C:2]1([F:1])[CH2:7][CH2:6][N:5]([C:8]([C:10]2[N:28]([S:33]([CH3:32])(=[O:35])=[O:34])[C:13]3=[N:14][CH:15]=[C:16]([O:18][CH2:19][CH2:20][CH2:21][N:22]4[CH2:26][CH2:25][CH2:24][C@@H:23]4[CH3:27])[CH:17]=[C:12]3[CH:11]=2)=[O:9])[CH2:4][CH2:3]1. The yield is 0.520. (4) The reactants are [C:1](OC(=O)C)(=[O:3])[CH3:2].[SH:8][C:9]1[CH:10]=[C:11]([CH:15]=[CH:16][CH:17]=1)[C:12]([OH:14])=[O:13].[OH-].[Na+].Cl. No catalyst specified. The product is [C:1]([S:8][C:9]1[CH:10]=[C:11]([CH:15]=[CH:16][CH:17]=1)[C:12]([OH:14])=[O:13])(=[O:3])[CH3:2]. The yield is 0.880. (5) The reactants are Cl[C:2]1[C:3]([CH:8]2[CH2:11][N:10]([C:12]([O:14][C:15]([CH3:18])([CH3:17])[CH3:16])=[O:13])[CH2:9]2)=[N:4][CH:5]=[CH:6][N:7]=1.[CH3:19][O:20][C:21]1[CH:26]=[CH:25][CH:24]=[CH:23][C:22]=1[OH:27].C([O-])([O-])=O.[Cs+].[Cs+]. The catalyst is CS(C)=O.O. The product is [C:15]([O:14][C:12]([N:10]1[CH2:11][CH:8]([C:3]2[C:2]([O:27][C:22]3[CH:23]=[CH:24][CH:25]=[CH:26][C:21]=3[O:20][CH3:19])=[N:7][CH:6]=[CH:5][N:4]=2)[CH2:9]1)=[O:13])([CH3:18])([CH3:17])[CH3:16]. The yield is 0.610. (6) The reactants are [CH3:1][C:2]1[N:10]=[CH:9][CH:8]=[C:7]([CH3:11])[C:3]=1[C:4]([OH:6])=O.[NH2:12][CH2:13][C:14]1[CH:41]=[CH:40][C:17]([CH2:18][N:19]([CH2:30][C:31]2[NH:35][C:34]3[CH:36]=[CH:37][CH:38]=[CH:39][C:33]=3[N:32]=2)[CH:20]2[C:29]3[N:28]=[CH:27][CH:26]=[CH:25][C:24]=3[CH2:23][CH2:22][CH2:21]2)=[CH:16][CH:15]=1.CCN(CC)CC. The catalyst is O=S(Cl)Cl.CN(C1C=CN=CC=1)C. The product is [NH:32]1[C:33]2[CH:39]=[CH:38][CH:37]=[CH:36][C:34]=2[N:35]=[C:31]1[CH2:30][N:19]([CH2:18][C:17]1[CH:16]=[CH:15][C:14]([CH2:13][NH:12][C:4](=[O:6])[C:3]2[C:7]([CH3:11])=[CH:8][CH:9]=[N:10][C:2]=2[CH3:1])=[CH:41][CH:40]=1)[CH:20]1[C:29]2[N:28]=[CH:27][CH:26]=[CH:25][C:24]=2[CH2:23][CH2:22][CH2:21]1. The yield is 0.330. (7) The reactants are [NH2:1][CH:2]([C:4]1[CH:9]=[CH:8][C:7]([C:10]2[C:11]3[C:12]4[CH:24]=[CH:23][S:22][C:13]=4[C:14](=[O:21])[NH:15][C:16]=3[CH:17]=[CH:18][C:19]=2[OH:20])=[CH:6][CH:5]=1)[CH3:3].[CH3:25][S:26](Cl)(=[O:28])=[O:27].C(N(CC)C(C)C)(C)C. The catalyst is C(Cl)Cl.C1COCC1. The product is [OH:20][C:19]1[CH:18]=[CH:17][C:16]2[NH:15][C:14](=[O:21])[C:13]3[S:22][CH:23]=[CH:24][C:12]=3[C:11]=2[C:10]=1[C:7]1[CH:6]=[CH:5][C:4]([CH:2]([NH:1][S:26]([CH3:25])(=[O:28])=[O:27])[CH3:3])=[CH:9][CH:8]=1. The yield is 0.200.